This data is from Full USPTO retrosynthesis dataset with 1.9M reactions from patents (1976-2016). The task is: Predict the reactants needed to synthesize the given product. Given the product [CH3:14][O:15][C:16]1[CH:23]=[CH:22][C:19]([N:20]([CH3:21])[S:2]([C:5]2[CH:13]=[CH:12][C:8]([C:9]([OH:11])=[O:10])=[CH:7][CH:6]=2)(=[O:4])=[O:3])=[CH:18][CH:17]=1, predict the reactants needed to synthesize it. The reactants are: Cl[S:2]([C:5]1[CH:13]=[CH:12][C:8]([C:9]([OH:11])=[O:10])=[CH:7][CH:6]=1)(=[O:4])=[O:3].[CH3:14][O:15][C:16]1[CH:23]=[CH:22][C:19]([NH:20][CH3:21])=[CH:18][CH:17]=1.